Task: Predict the reaction yield, written as a fraction of the theoretical maximum amount of product (1.0 means a 100% yield; for example, 0.34 means a 34% yield).. Dataset: Reaction yield outcomes from USPTO patents with 853,638 reactions (1) The reactants are [C:1]([N:4]1[C@@H:10]([CH3:11])[C@H:9]([NH:12][C:13](=[O:25])[C@@H:14]([N:16](C)[C:17](=O)OC(C)(C)C)[CH3:15])[C:8](=[O:26])[N:7]([CH2:27][C:28]2[C:37]3[C:32](=[CH:33][CH:34]=[CH:35][CH:36]=3)[CH:31]=[CH:30][C:29]=2[O:38][CH3:39])[C:6]2[CH:40]=[CH:41][C:42]([C:44]#[N:45])=[CH:43][C:5]1=2)(=[O:3])[CH3:2].[ClH:46]. The catalyst is O1CCOCC1.CCOCC. The product is [ClH:46].[C:1]([N:4]1[C@@H:10]([CH3:11])[C@H:9]([NH:12][C:13](=[O:25])[C@@H:14]([NH:16][CH3:17])[CH3:15])[C:8](=[O:26])[N:7]([CH2:27][C:28]2[C:37]3[C:32](=[CH:33][CH:34]=[CH:35][CH:36]=3)[CH:31]=[CH:30][C:29]=2[O:38][CH3:39])[C:6]2[CH:40]=[CH:41][C:42]([C:44]#[N:45])=[CH:43][C:5]1=2)(=[O:3])[CH3:2]. The yield is 0.800. (2) The reactants are [N+:1]([C:4]1[C:5]([N:10]2[CH2:15][CH2:14][NH:13][CH2:12][CH2:11]2)=[N:6][CH:7]=[CH:8][CH:9]=1)([O-:3])=[O:2].[Cl:16][C:17]1[CH:18]=[C:19]([C:23]2[O:27][N:26]=[C:25]([C:28](O)=[O:29])[CH:24]=2)[CH:20]=[CH:21][CH:22]=1.CCN=C=NCCCN(C)C.C1C=CC2N(O)N=NC=2C=1. The catalyst is CN(C=O)C.O. The product is [Cl:16][C:17]1[CH:18]=[C:19]([C:23]2[O:27][N:26]=[C:25]([C:28]([N:13]3[CH2:12][CH2:11][N:10]([C:5]4[C:4]([N+:1]([O-:3])=[O:2])=[CH:9][CH:8]=[CH:7][N:6]=4)[CH2:15][CH2:14]3)=[O:29])[CH:24]=2)[CH:20]=[CH:21][CH:22]=1. The yield is 0.914. (3) The reactants are [C:1]1([C@@H:7]2[NH:11][C@H:10]([CH2:12][O:13][C:14]3[CH:23]=[CH:22][C:17]([C:18]([O:20][CH3:21])=[O:19])=[CH:16][CH:15]=3)[CH2:9][CH2:8]2)[CH:6]=[CH:5][CH:4]=[CH:3][CH:2]=1.[Br:24][C:25]1[CH:30]=[CH:29][CH:28]=[CH:27][C:26]=1[NH:31][C:32](=[O:45])[NH:33][C:34]1[CH:39]=[CH:38][C:37]([CH2:40][C:41](O)=[O:42])=[CH:36][C:35]=1[CH3:44].CCN=C=NCCCN(C)C.Cl.O. The catalyst is CN(C=O)C. The product is [Br:24][C:25]1[CH:30]=[CH:29][CH:28]=[CH:27][C:26]=1[NH:31][C:32](=[O:45])[NH:33][C:34]1[CH:39]=[CH:38][C:37]([CH2:40][C:41]([N:11]2[C@@H:7]([C:1]3[CH:2]=[CH:3][CH:4]=[CH:5][CH:6]=3)[CH2:8][CH2:9][C@H:10]2[CH2:12][O:13][C:14]2[CH:15]=[CH:16][C:17]([C:18]([O:20][CH3:21])=[O:19])=[CH:22][CH:23]=2)=[O:42])=[CH:36][C:35]=1[CH3:44]. The yield is 0.900. (4) The reactants are [C:1]([C:3]1[CH:4]=[CH:5][C:6]([F:39])=[C:7]([CH:38]=1)[CH2:8][N:9]([C:31]1[CH:36]=[CH:35][C:34]([OH:37])=[CH:33][CH:32]=1)[CH:10]1[CH2:15][CH2:14][N:13]([C@H:16]([CH3:30])[CH2:17][CH2:18][NH:19][C:20]([C:22]2[C:23]([CH3:29])=[N:24][CH:25]=[N:26][C:27]=2[CH3:28])=[O:21])[CH2:12][CH2:11]1)#[N:2].Br[CH2:41][C:42]([O:44][C:45]([CH3:48])([CH3:47])[CH3:46])=[O:43].C([O-])([O-])=O.[K+].[K+]. The catalyst is CN(C=O)C. The product is [C:45]([O:44][C:42](=[O:43])[CH2:41][O:37][C:34]1[CH:33]=[CH:32][C:31]([N:9]([CH2:8][C:7]2[CH:38]=[C:3]([C:1]#[N:2])[CH:4]=[CH:5][C:6]=2[F:39])[CH:10]2[CH2:11][CH2:12][N:13]([C@H:16]([CH3:30])[CH2:17][CH2:18][NH:19][C:20]([C:22]3[C:27]([CH3:28])=[N:26][CH:25]=[N:24][C:23]=3[CH3:29])=[O:21])[CH2:14][CH2:15]2)=[CH:36][CH:35]=1)([CH3:48])([CH3:47])[CH3:46]. The yield is 0.720. (5) The reactants are [N:1]1([CH2:7][CH2:8][CH2:9][C:10]([OH:12])=O)[CH2:6][CH2:5][CH2:4][CH2:3][CH2:2]1.[NH:13]1[C:21]2[C:16](=[CH:17][CH:18]=[CH:19][CH:20]=2)[C:15]([C:22]2[CH:23]=[C:24]([NH2:27])[NH:25][N:26]=2)=[CH:14]1.C([O-])=O. The catalyst is ClCCCl. The product is [NH:13]1[C:21]2[C:16](=[CH:17][CH:18]=[CH:19][CH:20]=2)[C:15]([C:22]2[CH:23]=[C:24]([NH:27][C:10](=[O:12])[CH2:9][CH2:8][CH2:7][N:1]3[CH2:2][CH2:3][CH2:4][CH2:5][CH2:6]3)[NH:25][N:26]=2)=[CH:14]1. The yield is 0.410.